This data is from Drug-target binding data from BindingDB using IC50 measurements. The task is: Regression. Given a target protein amino acid sequence and a drug SMILES string, predict the binding affinity score between them. We predict pIC50 (pIC50 = -log10(IC50 in M); higher means more potent). Dataset: bindingdb_ic50. (1) The small molecule is CCC[C@H](C(=O)N[C@@H](CC(C)C)C(N)=O)N1CC[C@@](CCC)(NCCCC2CCCCC2)C1=O. The target protein sequence is MAELIQKKLQGEVEKYQQLQKDLSKSMSGRQKLEAQLTENNIVKEELALLDGSNVVFKLLGPVLVKQELGEARATVGKRLDYITAEIKRYESQLRDLERQSEQQRETLAQLQQEFQRAQNAKAPGKA. The pIC50 is 4.3. (2) The drug is O=C(Nc1ccc(Cl)cc1)c1ccc2ccccc2c1O. The target protein (P28857) has sequence MDSVSFFNPYLEANRLKKKSRSSYIRILPRGIMHDGAAGLIKDVCDSEPRMFYRDRQYLLSKEMTWPSLDIARSKDYDHMRMKFHIYDAVETLMFTDSIENLPFQYRHFVIPSGTVIRMFGRTEDGEKICVNVFGQEQYFYCECVDGRSLKATINNLMLTGEVKMSCSFVIEPADKLSLYGYNANTVVNLFKVSFGNFYVSQRIGKILQNEGFVVYEIDVDVLTRFFVDNGFLSFGWYNVKKYIPQDMGKGSNLEVEINCHVSDLVSLEDVNWPLYGCWSFDIECLGQNGNFPDAENLGDIVIQISVISFDTEGDRDERHLFTLGTCEKIDGVHIYEFASEFELLLGFFIFLRIESPEFITGYNINNFDLKYLCIRMDKIYHYDIGCFSKLKNGKIGISVPHEQYRKGFLQAQTKVFTSGVLYLDMYPVYSSKITAQNYKLDTIAKICLQQEKEQLSYKEIPKKFISGPSGRAVVGKYCLQDSVLVVRLFKQINYHFEVA.... The pIC50 is 4.4. (3) The compound is NC(N)=NN=CC1=C(Cl)c2ccccc2CCC1. The target protein (P03379) has sequence MASKESKPSRTTWRDMEPPLRETWNQVLQELVKRQQQEEEEQQGLVSGKKKSWVSIDLLGTEGKDIKKVNIWEPCEKWFAQVVWGVLWVLQIVLWGCLMWEVRKGNQCQAEEVIALVSDPGGFQRVQHVETVPVTCVTKNFTQWGCQPEGAYPDPELEYRNISREILEEVYKQDWPWNTYHWPLWQMENMRQWMKENEKEYKERTNKTKEDIDDLVAGRIRGRFCVPYPYALLRCEEWCWYPESINQETGHAEKIKINCTKAKAVSCTEKMPLAAVQRVYWEKEDEESMKFLNIKACNISLRCQDEGKSPGGCVQGYPIPKGAEIIPEAMKYLRGKKSRYGGIKDKNGELKLPLSVRVWVRMANLSGWVNGTPPYWSARINGSTGINGTRWYGVGTLHHLGYNISSNPEGGICNFTGELWIGGDRFPYYYKPSWNCSQNWTGHPVWHVFRYLDMTEHMTSRCIQRPKRHNITVGNGTITGNCSVTNWDGCNCTRSGNHLY.... The pIC50 is 5.4. (4) The target protein (O42275) has sequence MKILDALLFPVIFIMFFIHLSIAQTDPELTIMTRLGQVQGTRLPVPDRSHVIAFLGIPFAEPPLGKMRFKPPEPKKPWNDVFDARDYPSACYQYVDTSYPGFSGTEMWNPNRMMSEDCLYLNVWVPATPRPHNLTVMVWIYGGGFYSGSSSLDVYDGRYLAHSEKVVVVSMNYRVSAFGFLALNGSAEAPGNVGLLDQRLALQWVQDNIHFFGGNPKQVTIFGESAGAASVGMHLLSPDSRPKFTRAILQSGVPNGPWRTVSFDEARRRAIKLGRLVGCPDGNDTDLIDCLRSKQPQDLIDQEWLVLPFSGLFRFSFVPVIDGVVFPDTPEAMLNSGNFKDTQILLGVNQNEGSYFLIYGAPGFSKDNESLITREDFLQGVKMSVPHANEIGLEAVILQYTDWMDEDNPIKNREAMDDIVGDHNVVCPLQHFAKMYAQYSILQGQTGTASQGNLGWGNSGSASNSGNSQVSVYLYMFDHRASNLVWPEWMGVIHGYEIEF.... The drug is O=C(NCCC1CCN(Cc2ccccc2)CC1)c1cc2cc([N+](=O)[O-])ccc2oc1=O. The pIC50 is 9.4. (5) The compound is CC(C)CN(NC(=O)[C@@H](Cc1c[nH]c2ccccc12)NC(=O)[C@@H](N)Cc1cnc[nH]1)C(=O)N[C@@H](C)C(=O)N[C@H](Cc1ccccc1)C(=O)N[C@@H](CCCCN)C(N)=O. The target protein (Q07969) has sequence MGCDRNCGLITGAVIGAVLAVFGGILMPVGDLLIEKTIKREVVLEEGTIAFKNWVKTGTTVYRQFWIFDVQNPEEVAKNSSKIKVKQRGPYTYRVRYLAKENITQDPKDSTVSFVQPNGAIFEPSLSVGTENDNFTVLNLAVAAAPHIYTNSFVQGVLNSLIKKSKSSMFQTRSLKELLWGYKDPFLSLVPYPISTTVGVFYPYNNTVDGVYKVFNGKDNISKVAIIDTYKGKRNLSYWESYCDMINGTDAASFPPFVEKSQTLRFFSSDICRSIYAVFESEVNLKGIPVYRFVLPANAFASPLQNPDNHCFCTEKVISNNCTSYGVLDIGKCKEGKPVYISLPHFLHASPDVSEPIEGLNPNEDEHRTYLDVEPITGFTLQFAKRLQVNILVKPARKIEALKNLKRPYIVPILWLNETGTIGDEKAEMFRNQVTGKIKLLGLVEMVLLGVGVVMFVAFMISYCACRSKNGK. The pIC50 is 5.0. (6) The small molecule is CN(C)c1ccc(NC(=O)CSc2nc(-c3ccco3)cc(C(F)(F)F)n2)cc1. The target protein (P04303) has sequence MNSVTVSHAPYTITYHDDWEPVMSQLVEFYNEVASWLLRDETSPIPDKFFIQLKQPLRNKRVCVCGIDPYPKDGTGVPFESPNFTKKSIKEIASSISRLTGVIDYKGYNLNIIDGVIPWNYYLSCKLGETKSHAIYWDKISKLLLQHITKHVSVLYCLGKTDYSNIRAKLESPVTTIVGYHPAARDRQFEKDRSFEIINVLLELDNKAPINWAQGFIY. The pIC50 is 3.9. (7) The small molecule is Cc1[nH]c2c(C#N)cnn2c(=O)c1C(C)C. The target protein sequence is MAGVGPGGYAAEFVPPPECPVFEPSWEEFTDPLSFIGRIRPLAEKTGICKIRPPKDWQPPFACEVKSFRFTPRVQRLNELEAMTRVRLDFLDQLAKFWELQGSTLKIPVVERKILDLYALSKIVASKGGFEMVTKEKKWSKVGSRLGYLPGKGTGSLLKSHYERILYPYELFQSGVSLMGVQMPNLDLKEKVEPEVLSTDTQTSPEPGTRMNILPKRTRRVKTQSESGDVSRNTELKKLQIFGAGPKVVGLAMGTKDKEDEVTRRRKVTNRSDAFNMQMRQRKGTLSVNFVDLYVCMFCGRGNNEDKLLLCDGCDDSYHTFCLIPPLPDVPKGDWRCPKCVAEECSKPREAFGFEQAVREYTLQSFGEMADNFKSDYFNMPVHMVPTELVEKEFWRLVSSIEEDVIVEYGADISSKDFGSGFPVKDGRRKILPEEEEYALSGWNLNNMPVLEQSVLAHINVDISGMKVPWLYVGMCFSSFCWHIEDHWSYSINYLHWGEP.... The pIC50 is 5.8. (8) The drug is NC(=O)c1cccc2c1C(=O)N(C1CCN(Cc3cccc(C(F)(F)F)c3)CC1)C2. The target protein (P11103) has sequence MAEASERLYRVQYAKSGRASCKKCSESIPKDSLRMAIMVQSPMFDGKVPHWYHFSCFWKVGQSIRHPDVEVDGFSELRWDDQQKVKKTAEAGGVAGKGQDGSGGKAEKTLGDFAAEYAKSNRSMCKGCLEKIEKGQMRLSKKMVDPEKPQLGMIDRWYHPTCFVKKRDELGFRPEYSASQLKGFSLLSAEDKEALKKQLPAIKNEGKRKGDEVDGTDEVAKKKSRKETDKYSKLEKALKAQNELIWNIKDELKKACSTNDLKELLIFNQQQVPSGESAILDRVADGMAFGALLPCKECSGQLVFKSDAYYCTGDVTAWTKCMVKTQNPSRKEWVTPKEFREISYLKKLKVKKQDRIFPPESSAPITVHWPLSVTSAPTAVNSSAPADKPLSNMKILTLGKLSQNKDEAKAVIEKLGGKLTGSANKASLCISIKKEVEKMNKKMEEVKEANIRVVSEDFLQDVSASTKSLQDLLSAHSLSPWGAEVKAEPGEVVAPRGKSA.... The pIC50 is 5.5. (9) The compound is NC(=O)c1cc(-c2ccc(F)cc2F)c2c(n1)CN(CC(O)c1ccccc1)CC2. The target protein (Q14416) has sequence MGSLLALLALLLLWGAVAEGPAKKVLTLEGDLVLGGLFPVHQKGGPAEDCGPVNEHRGIQRLEAMLFALDRINRDPHLLPGVRLGAHILDSCSKDTHALEQALDFVRASLSRGADGSRHICPDGSYATHGDAPTAITGVIGGSYSDVSIQVANLLRLFQIPQISYASTSAKLSDKSRYDYFARTVPPDFFQAKAMAEILRFFNWTYVSTVASEGDYGETGIEAFELEARARNICVATSEKVGRAMSRAAFEGVVRALLQKPSARVAVLFTRSEDARELLAASQRLNASFTWVASDGWGALESVVAGSEGAAEGAITIELASYPISDFASYFQSLDPWNNSRNPWFREFWEQRFRCSFRQRDCAAHSLRAVPFEQESKIMFVVNAVYAMAHALHNMHRALCPNTTRLCDAMRPVNGRRLYKDFVLNVKFDAPFRPADTHNEVRFDRFGDGIGRYNIFTYLRAGSGRYRYQKVGYWAEGLTLDTSLIPWASPSAGPLPASRC.... The pIC50 is 4.9. (10) The drug is NS(=O)(=O)NC[C@H]1COc2cc(Cl)ccc2O1. The target protein (Q02294) has sequence MVRFGDELGGRYGGTGGGERARGGGAGGAGGPGQGGLPPGQRVLYKQSIAQRARTMALYNPIPVKQNCFTVNRSLFVFSEDNVVRKYAKRITEWPPFEYMILATIIANCIVLALEQHLPDGDKTPMSERLDDTEPYFIGIFCFEAGIKIIALGFVFHKGSYLRNGWNVMDFVVVLTEILATAGTDFDLRTLRAVRVLRPLKLVSGIPSLQVVLKSIMKAMVPLLQIGLLLFFAILMFAIIGLEFYMGKFHKACFPNSTDAEPVGDFPCGKEAPARLCDSDTECREYWPGPNFGITNFDNILFAILTVFQCITMEGWTDILYNTNDAAGNTWNWLYFIPLIIIGSFFMLNLVLGVLSGEFAKERERVENRRAFLKLRRQQQIERELNGYLEWIFKAEEVMLAEEDKNAEEKSPLDAVLKRAATKKSRNDLIHAEEGEDRFVDLCAAGSPFARASLKSGKTESSSYFRRKEKMFRFLIRRMVKAQSFYWVVLCVVALNTLCV.... The pIC50 is 4.5.